Dataset: Reaction yield outcomes from USPTO patents with 853,638 reactions. Task: Predict the reaction yield, written as a fraction of the theoretical maximum amount of product (1.0 means a 100% yield; for example, 0.34 means a 34% yield). (1) The reactants are [NH2:1][C:2]1[C:7](=[O:8])[N:6]([CH3:9])[CH:5]=[C:4]([C:10]2[C:11]([CH2:28]C)=[C:12]([NH:16][C:17]([C:19]3[S:23][C:22]4[CH2:24][CH2:25][CH2:26][CH2:27][C:21]=4[CH:20]=3)=[O:18])[CH:13]=[CH:14][CH:15]=2)[CH:3]=1.Cl[C:31]1[N:36]=[CH:35][C:34]([CH:37]2[N:42]([CH3:43])[CH2:41][CH2:40][N:39]([CH3:44])[C:38]2=[O:45])=[CH:33][CH:32]=1.[CH3:46]C1(C)C2C=CC=C(P(C3C=CC=CC=3)C3C=CC=CC=3)C=2OC2C1=CC=CC=2P(C1C=CC=CC=1)C1C=CC=CC=1.C([O-])([O-])=O.[Cs+].[Cs+]. The catalyst is O1CCOCC1.C1C=CC(/C=C/C(/C=C/C2C=CC=CC=2)=O)=CC=1.C1C=CC(/C=C/C(/C=C/C2C=CC=CC=2)=O)=CC=1.C1C=CC(/C=C/C(/C=C/C2C=CC=CC=2)=O)=CC=1.[Pd].[Pd]. The product is [CH3:43][N:42]1[CH2:41][CH2:40][N:39]([CH3:44])[C:38](=[O:45])[CH:37]1[C:34]1[CH:33]=[CH:32][C:31]([NH:1][C:2]2[C:7](=[O:8])[N:6]([CH2:9][CH3:46])[CH:5]=[C:4]([C:10]3[C:11]([CH3:28])=[C:12]([NH:16][C:17]([C:19]4[S:23][C:22]5[CH2:24][CH2:25][CH2:26][CH2:27][C:21]=5[CH:20]=4)=[O:18])[CH:13]=[CH:14][CH:15]=3)[CH:3]=2)=[N:36][CH:35]=1. The yield is 0.340. (2) The reactants are CC(OC([N:8]1[CH2:13][CH2:12][C:11](=[C:14]([C:28]2[CH:33]=[CH:32][CH:31]=[CH:30][C:29]=2[NH2:34])[C:15]2[CH:20]=[CH:19][C:18]([C:21]([N:23]([CH2:26][CH3:27])[CH2:24][CH3:25])=[O:22])=[CH:17][CH:16]=2)[CH2:10][CH2:9]1)=O)(C)C.[CH:35]1([CH2:41][CH:42]=O)[CH2:40][CH2:39][CH2:38][CH2:37][CH2:36]1.C(O)(=O)C.[BH-](OC(C)=O)(OC(C)=O)OC(C)=O.[Na+].FC(F)(F)C(O)=O. The catalyst is ClCCCl.C(Cl)Cl. The product is [CH:35]1([CH2:41][CH2:42][NH:34][C:29]2[CH:30]=[CH:31][CH:32]=[CH:33][C:28]=2[C:14](=[C:11]2[CH2:12][CH2:13][NH:8][CH2:9][CH2:10]2)[C:15]2[CH:20]=[CH:19][C:18]([C:21]([N:23]([CH2:24][CH3:25])[CH2:26][CH3:27])=[O:22])=[CH:17][CH:16]=2)[CH2:40][CH2:39][CH2:38][CH2:37][CH2:36]1. The yield is 0.340. (3) The catalyst is ClCCl. The yield is 1.00. The product is [Cl:29][C:26]1[CH:27]=[CH:28][C:23]([C:16]2[CH2:17][CH2:18][C:19]([CH3:21])([CH3:22])[CH2:20][C:15]=2[CH2:14][N:11]2[CH2:10][CH2:9][NH:8][CH2:13][CH2:12]2)=[CH:24][CH:25]=1. The reactants are C(OC([N:8]1[CH2:13][CH2:12][N:11]([CH2:14][C:15]2[CH2:20][C:19]([CH3:22])([CH3:21])[CH2:18][CH2:17][C:16]=2[C:23]2[CH:28]=[CH:27][C:26]([Cl:29])=[CH:25][CH:24]=2)[CH2:10][CH2:9]1)=O)(C)(C)C.C(O)(C(F)(F)F)=O. (4) The reactants are [CH3:1][O:2][C:3]1[N:8]=[CH:7][C:6]([CH2:9][C:10]2[C:11](=[O:20])[N:12]=[C:13]([NH:16][N+:17]([O-:19])=[O:18])[NH:14][CH:15]=2)=[CH:5][N:4]=1.[CH3:21]I. The catalyst is C(Cl)(Cl)Cl. The product is [CH3:21][N:14]1[CH:15]=[C:10]([CH2:9][C:6]2[CH:7]=[N:8][C:3]([O:2][CH3:1])=[N:4][CH:5]=2)[C:11](=[O:20])[N:12]=[C:13]1[NH:16][N+:17]([O-:19])=[O:18]. The yield is 0.167. (5) The reactants are [CH:1]([C@H:4]1[N:9]([C:10]2[N:15]=[C:14]([C:16]([F:19])([F:18])[F:17])[C:13]([CH3:20])=[CH:12][N:11]=2)[CH2:8][CH2:7][N:6]2[C:21]3[CH:27]=[C:26]([S:28]([CH3:31])(=[O:30])=[O:29])[C:25]([C:32](OC)=[O:33])=[CH:24][C:22]=3[N:23]=[C:5]12)([CH3:3])[CH3:2].CC(C[AlH]CC(C)C)C. The catalyst is C1(C)C=CC=CC=1. The product is [CH:1]([C@H:4]1[N:9]([C:10]2[N:15]=[C:14]([C:16]([F:19])([F:17])[F:18])[C:13]([CH3:20])=[CH:12][N:11]=2)[CH2:8][CH2:7][N:6]2[C:21]3[CH:27]=[C:26]([S:28]([CH3:31])(=[O:29])=[O:30])[C:25]([CH2:32][OH:33])=[CH:24][C:22]=3[N:23]=[C:5]12)([CH3:3])[CH3:2]. The yield is 0.460. (6) The reactants are [Cl:1][C:2]1[C:3]([CH2:18][CH3:19])=[C:4]([NH:10][C@H:11]([C@@H:15]([OH:17])[CH3:16])[C:12]([OH:14])=O)[CH:5]=[CH:6][C:7]=1[C:8]#[N:9].[C:20]([C:22]1[CH:31]=[CH:30][C:25]([C:26]([NH:28][NH2:29])=[O:27])=[CH:24][CH:23]=1)#[N:21].O.ON1C2C=CC=CC=2N=N1.Cl.CN(C)CCCN=C=NCC.C(N(CC)CC)C. The catalyst is C1COCC1. The product is [Cl:1][C:2]1[C:3]([CH2:18][CH3:19])=[C:4]([NH:10][C@H:11]([C@@H:15]([OH:17])[CH3:16])[C:12]([NH:29][NH:28][C:26](=[O:27])[C:25]2[CH:24]=[CH:23][C:22]([C:20]#[N:21])=[CH:31][CH:30]=2)=[O:14])[CH:5]=[CH:6][C:7]=1[C:8]#[N:9]. The yield is 0.870. (7) The reactants are [C:1]([C:4]1[CH:9]=[C:8]([Cl:10])[CH:7]=[CH:6][C:5]=1[NH:11][S:12]([C:15]([F:18])([F:17])[F:16])(=[O:14])=[O:13])(=O)[CH3:2].Cl.[F:20][C:21]([F:36])([F:35])[C:22]1[CH:30]=[C:29]([C:31]([F:34])([F:33])[F:32])[CH:28]=[CH:27][C:23]=1[CH2:24][O:25][NH2:26].CC([O-])=O.[Na+]. The catalyst is CCO. The product is [F:20][C:21]([F:35])([F:36])[C:22]1[CH:30]=[C:29]([C:31]([F:34])([F:32])[F:33])[CH:28]=[CH:27][C:23]=1[CH2:24][O:25][N:26]=[C:1]([C:4]1[CH:9]=[C:8]([Cl:10])[CH:7]=[CH:6][C:5]=1[NH:11][S:12]([C:15]([F:18])([F:17])[F:16])(=[O:14])=[O:13])[CH3:2]. The yield is 0.890. (8) The reactants are C(=O)([O-])[O-].[K+].[K+].[Cl:7][C:8]1[C:20]2[C:19]3[C:14](=[CH:15][CH:16]=[CH:17][CH:18]=3)[C:13](=[O:21])[C:12]=2[CH:11]=[C:10]([CH3:22])[CH:9]=1.C[Si](C)(C)[C:25]([F:28])([F:27])[F:26].[F-].[Cs+].Br[CH2:34][C:35]([O:37]CC)=[O:36]. The catalyst is O.CN(C)C=O. The product is [Cl:7][C:8]1[C:20]2[C:19]3[C:14](=[CH:15][CH:16]=[CH:17][CH:18]=3)[C:13]([C:25]([F:28])([F:27])[F:26])([O:21][CH2:34][C:35]([OH:37])=[O:36])[C:12]=2[CH:11]=[C:10]([CH3:22])[CH:9]=1. The yield is 0.870. (9) The reactants are [C:1]([C:3]1[CH:8]=[CH:7][CH:6]=[CH:5][C:4]=1[C:9]1[CH:14]=[CH:13][C:12]([CH2:15][N:16]2[C:20]3[C:21]([C:25]([O:27][CH3:28])=[O:26])=[CH:22][CH:23]=[CH:24][C:19]=3[N:18]=[C:17]2[O:29][CH2:30][CH3:31])=[CH:11][CH:10]=1)#[N:2].C[Sn]([N:36]=[N+:37]=[N-:38])(C)C. The catalyst is C1(C)C=CC=CC=1. The product is [CH2:30]([O:29][C:17]1[N:16]([CH2:15][C:12]2[CH:11]=[CH:10][C:9]([C:4]3[CH:5]=[CH:6][CH:7]=[CH:8][C:3]=3[C:1]3[NH:38][N:37]=[N:36][N:2]=3)=[CH:14][CH:13]=2)[C:20]2[C:21]([C:25]([O:27][CH3:28])=[O:26])=[CH:22][CH:23]=[CH:24][C:19]=2[N:18]=1)[CH3:31]. The yield is 0.560.